Dataset: CYP3A4 inhibition data for predicting drug metabolism from PubChem BioAssay. Task: Regression/Classification. Given a drug SMILES string, predict its absorption, distribution, metabolism, or excretion properties. Task type varies by dataset: regression for continuous measurements (e.g., permeability, clearance, half-life) or binary classification for categorical outcomes (e.g., BBB penetration, CYP inhibition). Dataset: cyp3a4_veith. (1) The result is 1 (inhibitor). The molecule is CN1CCc2c(c3c(n2C)CCN(C)[C@H]3c2ccccc2F)[C@@H]1c1ccccc1F.Cl. (2) The molecule is CC(C)c1ccc(C(c2c(O)c3ccccc3oc2=O)c2c(O)c3ccccc3oc2=O)cc1. The result is 0 (non-inhibitor). (3) The compound is C[n+]1cn(CC(O)COCc2ccccc2)c2ccccc21.[I-]. The result is 0 (non-inhibitor). (4) The molecule is CSc1nc(C)c(CCOC(=O)c2ccccc2)c(=O)[nH]1. The result is 0 (non-inhibitor). (5) The compound is COCCn1c(=O)c(C)nc2cnc(N3CCN(C)CC3)nc21. The result is 0 (non-inhibitor). (6) The drug is CCCc1nc(SCC(=O)NNC(=O)C2CCCCC2)c2ccccc2n1. The result is 1 (inhibitor). (7) The drug is Cc1ccc(-c2csc(C(C#N)=C3CCCC3)n2)cc1. The result is 1 (inhibitor). (8) The compound is CN(C)c1ccc(-c2ccc3ncnc(NC4CC4)c3c2)cc1. The result is 1 (inhibitor).